From a dataset of Full USPTO retrosynthesis dataset with 1.9M reactions from patents (1976-2016). Predict the reactants needed to synthesize the given product. Given the product [F:14][C:2]([F:1])([S:10]([O-:13])(=[O:12])=[O:11])[CH2:3][O:4][C:5](=[O:9])[C:6]([CH3:8])=[CH2:7].[C:36]1([S+:29]([C:23]2[CH:24]=[CH:25][CH:26]=[CH:27][CH:28]=2)[C:30]2[CH:35]=[CH:34][CH:33]=[CH:32][CH:31]=2)[CH:37]=[CH:38][CH:39]=[CH:40][CH:41]=1, predict the reactants needed to synthesize it. The reactants are: [F:1][C:2]([F:14])([S:10]([O-:13])(=[O:12])=[O:11])[CH2:3][O:4][C:5](=[O:9])[C:6]([CH3:8])=[CH2:7].C([NH+](CC)CC)C.[Br-].[C:23]1([S+:29]([C:36]2[CH:41]=[CH:40][CH:39]=[CH:38][CH:37]=2)[C:30]2[CH:35]=[CH:34][CH:33]=[CH:32][CH:31]=2)[CH:28]=[CH:27][CH:26]=[CH:25][CH:24]=1.